Task: Predict the product of the given reaction.. Dataset: Forward reaction prediction with 1.9M reactions from USPTO patents (1976-2016) The product is: [C:1]([O:5][C:6](=[O:26])[N:7]([C:8]1([C:11]([N:13]2[C:22]3[C:17](=[CH:18][CH:19]=[CH:20][CH:21]=3)[N:16]([CH:23]3[CH2:24][CH2:25]3)[CH2:15][CH2:14]2)=[O:12])[CH2:9][CH2:10]1)[CH2:32][C:31]1[CH:34]=[C:35]([Cl:38])[CH:36]=[CH:37][C:30]=1[Cl:29])([CH3:4])([CH3:2])[CH3:3]. Given the reactants [C:1]([O:5][C:6](=[O:26])[NH:7][C:8]1([C:11]([N:13]2[C:22]3[C:17](=[CH:18][CH:19]=[CH:20][CH:21]=3)[N:16]([CH:23]3[CH2:25][CH2:24]3)[CH2:15][CH2:14]2)=[O:12])[CH2:10][CH2:9]1)([CH3:4])([CH3:3])[CH3:2].[H-].[Na+].[Cl:29][C:30]1[CH:37]=[CH:36][C:35]([Cl:38])=[CH:34][C:31]=1[CH2:32]Cl, predict the reaction product.